Dataset: Reaction yield outcomes from USPTO patents with 853,638 reactions. Task: Predict the reaction yield, written as a fraction of the theoretical maximum amount of product (1.0 means a 100% yield; for example, 0.34 means a 34% yield). (1) The yield is 0.210. The reactants are Cl.[NH2:2][CH2:3][CH2:4][CH2:5][CH2:6][C:7]([N:9]1[CH2:14][CH2:13][C:12]([CH2:16][N:17]2[C:22](=[O:23])[C:21]3[S:24][CH:25]=[C:26]([C:27]4[CH:32]=[CH:31][C:30]([F:33])=[CH:29][CH:28]=4)[C:20]=3[N:19]=[CH:18]2)([OH:15])[CH2:11][CH2:10]1)=[O:8].Cl.[CH3:35][N:36]([CH3:43])[CH2:37]/[CH:38]=[CH:39]/[C:40](O)=[O:41].CN(C(ON1N=NC2C=CC=NC1=2)=[N+](C)C)C.F[P-](F)(F)(F)(F)F.C(N(CC)CC)C. The catalyst is C(OCC)(=O)C.CN(C=O)C. The product is [CH3:35][N:36]([CH3:43])[CH2:37]/[CH:38]=[CH:39]/[C:40]([NH:2][CH2:3][CH2:4][CH2:5][CH2:6][C:7]([N:9]1[CH2:10][CH2:11][C:12]([CH2:16][N:17]2[C:22](=[O:23])[C:21]3[S:24][CH:25]=[C:26]([C:27]4[CH:28]=[CH:29][C:30]([F:33])=[CH:31][CH:32]=4)[C:20]=3[N:19]=[CH:18]2)([OH:15])[CH2:13][CH2:14]1)=[O:8])=[O:41]. (2) The reactants are Cl.Cl.[F:3][C:4]1[C:5]([N:13]2[CH2:18][CH2:17][O:16][CH2:15][C@@H:14]2[CH3:19])=[N:6][C:7]([CH3:12])=[N:8][C:9]=1[NH:10][NH2:11].[CH:20]([OH:23])([CH3:22])C.CN1[CH2:30][CH2:29][O:28]CC1.ON1[C:36]2N=[CH:38][CH:39]=[CH:40][C:35]=2N=N1.[CH2:41](Cl)[CH2:42]Cl.[CH3:45][N:46]([CH:48]=[O:49])C. No catalyst specified. The product is [CH:41]1([CH2:42][C@@H:22]([C:20]([NH:11][NH:10][C:9]2[C:4]([F:3])=[C:5]([N:13]3[CH2:18][CH2:17][O:16][CH2:15][C@@H:14]3[CH3:19])[N:6]=[C:7]([CH3:12])[N:8]=2)=[O:23])[CH2:45][N:46]([O:28][CH2:29][C:30]2[CH:36]=[CH:35][CH:40]=[CH:39][CH:38]=2)[CH:48]=[O:49])[CH2:39][CH2:40][CH2:35][CH2:36]1. The yield is 0.930. (3) The reactants are [Cl:1][C:2]1[N:7]=[CH:6][N:5]=[C:4]([O:8][C:9]2[CH:14]=[CH:13][C:12]([NH2:15])=[CH:11][CH:10]=2)[CH:3]=1.[C:16]1([N:22]=[C:23]=[O:24])[CH:21]=[CH:20][CH:19]=[CH:18][CH:17]=1.O. The catalyst is CN(C)C=O. The product is [Cl:1][C:2]1[N:7]=[CH:6][N:5]=[C:4]([O:8][C:9]2[CH:14]=[CH:13][C:12]([NH:15][C:23]([NH:22][C:16]3[CH:21]=[CH:20][CH:19]=[CH:18][CH:17]=3)=[O:24])=[CH:11][CH:10]=2)[CH:3]=1. The yield is 0.970.